From a dataset of Reaction yield outcomes from USPTO patents with 853,638 reactions. Predict the reaction yield, written as a fraction of the theoretical maximum amount of product (1.0 means a 100% yield; for example, 0.34 means a 34% yield). (1) The reactants are [CH3:1][O:2][C:3]1[CH:4]=[C:5]([C:11]2[C:12](=[O:23])[O:13][C:14]3[C:19]([C:20]=2[CH3:21])=[CH:18][CH:17]=[C:16]([OH:22])[CH:15]=3)[CH:6]=[CH:7][C:8]=1[O:9][CH3:10].[I-].[N:25]1([C:35](N2C=C[N+](C)=C2)=[O:36])[C:34]2[C:29](=[CH:30][CH:31]=[CH:32][CH:33]=2)[CH2:28][CH2:27][CH2:26]1. No catalyst specified. The product is [CH3:1][O:2][C:3]1[CH:4]=[C:5]([C:11]2[C:12](=[O:23])[O:13][C:14]3[C:19]([C:20]=2[CH3:21])=[CH:18][CH:17]=[C:16]([O:22][C:35]([N:25]2[C:34]4[C:29](=[CH:30][CH:31]=[CH:32][CH:33]=4)[CH2:28][CH2:27][CH2:26]2)=[O:36])[CH:15]=3)[CH:6]=[CH:7][C:8]=1[O:9][CH3:10]. The yield is 0.210. (2) The reactants are C(N(CC)CC)C.Br.Br.[N:10]1([C:16]2[CH:21]=[CH:20][CH:19]=[CH:18][C:17]=2[OH:22])[CH2:15][CH2:14][NH:13][CH2:12][CH2:11]1.[C:23]([O:27][C:28](O[C:28]([O:27][C:23]([CH3:26])([CH3:25])[CH3:24])=[O:29])=[O:29])([CH3:26])([CH3:25])[CH3:24]. The catalyst is O.O1CCOCC1. The product is [OH:22][C:17]1[CH:18]=[CH:19][CH:20]=[CH:21][C:16]=1[N:10]1[CH2:11][CH2:12][N:13]([C:28]([O:27][C:23]([CH3:26])([CH3:25])[CH3:24])=[O:29])[CH2:14][CH2:15]1. The yield is 1.00. (3) The reactants are [NH:1]1[C:5]2=[N:6][C:7]([CH2:10][CH2:11][CH2:12][CH2:13][C:14](=[O:24])[CH:15]=[CH:16][C:17]3[CH:18]=[N:19][C:20]([CH3:23])=[N:21][CH:22]=3)=[CH:8][CH:9]=[C:4]2[CH2:3][CH2:2]1.CO.[BH4-].[Na+]. The catalyst is C1COCC1. The product is [NH:1]1[C:5]2=[N:6][C:7]([CH2:10][CH2:11][CH2:12][CH2:13][CH:14]([OH:24])[CH:15]=[CH:16][C:17]3[CH:18]=[N:19][C:20]([CH3:23])=[N:21][CH:22]=3)=[CH:8][CH:9]=[C:4]2[CH2:3][CH2:2]1. The yield is 0.960. (4) The reactants are [BH4-].[Na+].[CH2:3](Br)[CH:4]=[CH2:5].[C:7]([NH2:26])(=[O:25])[C:8]1[CH:13]=[CH:12][CH:11]=[CH:10][C:9]=1[S:14][S:14][C:9]1[CH:10]=[CH:11][CH:12]=[CH:13][C:8]=1[C:7]([NH2:26])=[O:25].Cl. The catalyst is CO. The product is [CH2:3]([S:14][C:9]1[CH:10]=[CH:11][CH:12]=[CH:13][C:8]=1[C:7]([NH2:26])=[O:25])[CH:4]=[CH2:5]. The yield is 0.940. (5) The reactants are [C:1]([Cu])#[N:2].[C-]#N.[Na+].[CH3:7][O:8][C:9](=[O:18])[C:10]1[CH:15]=[C:14](N)[CH:13]=[CH:12][C:11]=1[CH3:17].N([O-])=O.[Na+].[C-]#N.[Na+].C([Cu])#N. The catalyst is O.Cl.CO. The product is [CH3:7][O:8][C:9](=[O:18])[C:10]1[CH:15]=[C:14]([C:1]#[N:2])[CH:13]=[CH:12][C:11]=1[CH3:17]. The yield is 0.310. (6) The reactants are [NH2:1][C:2]1[C:10]2[C:5](=[N:6][C:7]([C:11]3[CH:16]=[CH:15][C:14]([Cl:17])=[CH:13][CH:12]=3)=[CH:8][CH:9]=2)[S:4][C:3]=1[C:18]([NH:20][C:21]1[CH:26]=[CH:25][C:24]([S:27]([O:30]C2C=CC(C)=CC=2)(=[O:29])=[O:28])=[CH:23][CH:22]=1)=[O:19].[OH-].[Na+]. The catalyst is O.CO. The product is [NH2:1][C:2]1[C:10]2[C:5](=[N:6][C:7]([C:11]3[CH:12]=[CH:13][C:14]([Cl:17])=[CH:15][CH:16]=3)=[CH:8][CH:9]=2)[S:4][C:3]=1[C:18]([NH:20][C:21]1[CH:26]=[CH:25][C:24]([S:27]([OH:30])(=[O:28])=[O:29])=[CH:23][CH:22]=1)=[O:19]. The yield is 0.590. (7) The reactants are [F:1][C:2]([F:28])([F:27])[C:3]1[CH:8]=[CH:7][C:6]([C:9]2[C:10]([C:15]([NH:17][C:18]3[CH:19]=[C:20]([C:24]([OH:26])=O)[N:21]([CH3:23])[CH:22]=3)=[O:16])=[CH:11][CH:12]=[CH:13][CH:14]=2)=[CH:5][CH:4]=1.[C:29]1([C:38]2[CH:43]=[CH:42][CH:41]=[CH:40][CH:39]=2)[CH:34]=[CH:33][C:32]([CH2:35][CH2:36][NH2:37])=[CH:31][CH:30]=1.CN(C(ON1N=NC2C=CC=CC1=2)=[N+](C)C)C.[B-](F)(F)(F)F.C(N(CC)CC)C. The catalyst is O1CCCC1.ClCCl.C(O)C. The product is [C:29]1([C:38]2[CH:39]=[CH:40][CH:41]=[CH:42][CH:43]=2)[CH:30]=[CH:31][C:32]([CH2:35][CH2:36][NH:37][C:24]([C:20]2[N:21]([CH3:23])[CH:22]=[C:18]([NH:17][C:15]([C:10]3[C:9]([C:6]4[CH:5]=[CH:4][C:3]([C:2]([F:28])([F:1])[F:27])=[CH:8][CH:7]=4)=[CH:14][CH:13]=[CH:12][CH:11]=3)=[O:16])[CH:19]=2)=[O:26])=[CH:33][CH:34]=1. The yield is 0.880. (8) The reactants are [Li+].[OH-].C[O:4][C:5]([C:7]1[S:8][C:9]([CH2:12][CH2:13][CH2:14][C@H:15]2[CH2:19][CH2:18][CH:17]=[C:16]2[C:20]2[CH:25]=[CH:24][C:23]([C@@H:26]([OH:32])[CH2:27][CH2:28][CH2:29][CH2:30][CH3:31])=[CH:22][CH:21]=2)=[CH:10][CH:11]=1)=[O:6]. The catalyst is C1COCC1. The product is [OH:32][C@H:26]([C:23]1[CH:24]=[CH:25][C:20]([C:16]2[C@@H:15]([CH2:14][CH2:13][CH2:12][C:9]3[S:8][C:7]([C:5]([OH:6])=[O:4])=[CH:11][CH:10]=3)[CH2:19][CH2:18][CH:17]=2)=[CH:21][CH:22]=1)[CH2:27][CH2:28][CH2:29][CH2:30][CH3:31]. The yield is 0.950. (9) The reactants are [CH2:1]([P:3]([CH:10]([C:14]1[CH:19]=[CH:18][CH:17]=[CH:16][CH:15]=1)[CH2:11][CH:12]=[O:13])(=[O:9])[O:4]CCCC)[CH3:2].O. The catalyst is C(O)CCC.O. The product is [CH2:1]([P:3]([CH:10]([C:14]1[CH:19]=[CH:18][CH:17]=[CH:16][CH:15]=1)[CH2:11][CH2:12][OH:13])(=[O:4])[OH:9])[CH3:2]. The yield is 0.990.